From a dataset of Catalyst prediction with 721,799 reactions and 888 catalyst types from USPTO. Predict which catalyst facilitates the given reaction. (1) Reactant: [Br:1][C:2]1[S:6][C:5]2=[C:7]([CH2:10][OH:11])[N:8]=[CH:9][N:4]2[CH:3]=1.O=O. Product: [Br:1][C:2]1[S:6][C:5]2=[C:7]([CH:10]=[O:11])[N:8]=[CH:9][N:4]2[CH:3]=1. The catalyst class is: 13. (2) Reactant: [CH:1]([C:4]1[C:19]([O:20][C:21]2([CH3:32])[CH2:24][N:23](C(OC(C)(C)C)=O)[CH2:22]2)=[CH:18][C:7]2[N:8]3[C@@H:13]([CH3:14])[C:12](=[O:15])[NH:11][N:10]=[C:9]3[CH2:16][O:17][C:6]=2[CH:5]=1)([CH3:3])[CH3:2].[C:33]([OH:39])([C:35]([F:38])([F:37])[F:36])=[O:34]. Product: [F:36][C:35]([F:38])([F:37])[C:33]([OH:39])=[O:34].[CH:1]([C:4]1[C:19]([O:20][C:21]2([CH3:32])[CH2:22][NH:23][CH2:24]2)=[CH:18][C:7]2[N:8]3[C@@H:13]([CH3:14])[C:12](=[O:15])[NH:11][N:10]=[C:9]3[CH2:16][O:17][C:6]=2[CH:5]=1)([CH3:3])[CH3:2]. The catalyst class is: 2. (3) Reactant: C(O)(C(F)(F)F)=O.[C:8]1([C@@H:14]2[NH:23][C:22]3[CH:24]=[CH:25][CH:26]=[CH:27][C:21]=3[C@H:20]3[C@@H:15]2[CH2:16][CH2:17][CH2:18][N:19]3C(OC(C)(C)C)=O)[CH:13]=[CH:12][CH:11]=[CH:10][CH:9]=1.[OH-].[Na+].[C:37]([O:41][C:42]([NH:44][C@@H:45]1[CH2:50][CH2:49][CH2:48][CH2:47][C@@H:46]1[C:51]([OH:53])=O)=[O:43])([CH3:40])([CH3:39])[CH3:38].C(N(CC)CC)C.CCOC(OC(OCC)=O)=O. Product: [C:37]([O:41][C:42](=[O:43])[NH:44][C@@H:45]1[CH2:50][CH2:49][CH2:48][CH2:47][C@@H:46]1[C:51]([N:19]1[C@@H:20]2[C@@H:15]([C@H:14]([C:8]3[CH:13]=[CH:12][CH:11]=[CH:10][CH:9]=3)[NH:23][C:22]3[CH:24]=[CH:25][CH:26]=[CH:27][C:21]=32)[CH2:16][CH2:17][CH2:18]1)=[O:53])([CH3:38])([CH3:39])[CH3:40]. The catalyst class is: 6.